From a dataset of Forward reaction prediction with 1.9M reactions from USPTO patents (1976-2016). Predict the product of the given reaction. (1) Given the reactants [CH3:1][O:2][C:3]1[CH:12]=[C:11]2[C:6]([CH:7]=[N:8][NH:9][C:10]2=O)=[CH:5][CH:4]=1.O=P(Cl)(Cl)[Cl:16], predict the reaction product. The product is: [Cl:16][C:10]1[C:11]2[C:6](=[CH:5][CH:4]=[C:3]([O:2][CH3:1])[CH:12]=2)[CH:7]=[N:8][N:9]=1. (2) Given the reactants [F:1][C:2]1[CH:7]=[CH:6][C:5](Br)=[CH:4][N:3]=1.[CH:9]1(B(O)O)[CH2:11][CH2:10]1.P([O-])([O-])([O-])=O.[K+].[K+].[K+], predict the reaction product. The product is: [CH:9]1([C:5]2[CH:6]=[CH:7][C:2]([F:1])=[N:3][CH:4]=2)[CH2:11][CH2:10]1. (3) Given the reactants Cl[C:2]1[N:7]=[C:6]([C:8]#[N:9])[C:5]2[N:10]=[CH:11][N:12]([CH3:13])[C:4]=2[CH:3]=1.[OH:14][CH2:15][CH2:16][CH2:17][O:18][C:19]1[CH:24]=[CH:23][C:22](B(O)O)=[CH:21][C:20]=1[C:28]([F:31])([F:30])[F:29].C1(P(C2CCCCC2)C2CCCCC2)CCCCC1.P([O-])([O-])([O-])=O.[K+].[K+].[K+], predict the reaction product. The product is: [OH:14][CH2:15][CH2:16][CH2:17][O:18][C:19]1[CH:24]=[CH:23][C:22]([C:2]2[N:7]=[C:6]([C:8]#[N:9])[C:5]3[N:10]=[CH:11][N:12]([CH3:13])[C:4]=3[CH:3]=2)=[CH:21][C:20]=1[C:28]([F:29])([F:30])[F:31]. (4) Given the reactants C([O:5][C:6](=[O:26])[CH:7]([C:15]1[CH:20]=[C:19]([F:21])[CH:18]=[C:17]([NH2:22])[C:16]=1[N+:23]([O-:25])=[O:24])C(OC(C)(C)C)=O)(C)(C)C.O, predict the reaction product. The product is: [NH2:22][C:17]1[C:16]([N+:23]([O-:25])=[O:24])=[C:15]([CH2:7][C:6]([OH:26])=[O:5])[CH:20]=[C:19]([F:21])[CH:18]=1. (5) Given the reactants [C:1]([C:3]1[C:4]([N:17]2[CH2:20][CH:19]([C:21](O)=[O:22])[CH2:18]2)=[N:5][C:6]([CH:14]([F:16])[F:15])=[C:7]([C:9]([O:11][CH2:12][CH3:13])=[O:10])[CH:8]=1)#[N:2].[Cl:24][C:25]1[CH:30]=[C:29]([F:31])[CH:28]=[CH:27][C:26]=1[CH2:32][S:33]([NH2:36])(=[O:35])=[O:34], predict the reaction product. The product is: [Cl:24][C:25]1[CH:30]=[C:29]([F:31])[CH:28]=[CH:27][C:26]=1[CH2:32][S:33]([NH:36][C:21]([CH:19]1[CH2:18][N:17]([C:4]2[C:3]([C:1]#[N:2])=[CH:8][C:7]([C:9]([O:11][CH2:12][CH3:13])=[O:10])=[C:6]([CH:14]([F:16])[F:15])[N:5]=2)[CH2:20]1)=[O:22])(=[O:34])=[O:35]. (6) Given the reactants [CH2:1]([N:3]([CH:13]1[CH2:18][CH2:17][O:16][CH2:15][CH2:14]1)[C:4]1[S:8][CH:7]=[C:6]([C:9]([OH:11])=[O:10])[C:5]=1[CH3:12])[CH3:2].C1C(=O)N([Br:26])C(=O)C1, predict the reaction product. The product is: [Br:26][C:7]1[S:8][C:4]([N:3]([CH2:1][CH3:2])[CH:13]2[CH2:14][CH2:15][O:16][CH2:17][CH2:18]2)=[C:5]([CH3:12])[C:6]=1[C:9]([OH:11])=[O:10]. (7) Given the reactants [Cl:1][C:2]1[CH:3]=[C:4]([CH:27]=[CH:28][C:29]=1[Cl:30])[O:5][CH:6]1[CH2:11][CH2:10][N:9]([CH2:12][CH:13]2[CH2:18][CH2:17][N:16]([C:19]3[CH:24]=[CH:23][CH:22]=[CH:21][C:20]=3[O:25]C)[CH2:15][CH2:14]2)[CH2:8][CH2:7]1.C(=O)=O.C(#N)C.BrB(Br)Br.CO, predict the reaction product. The product is: [Cl:1][C:2]1[CH:3]=[C:4]([CH:27]=[CH:28][C:29]=1[Cl:30])[O:5][CH:6]1[CH2:7][CH2:8][N:9]([CH2:12][CH:13]2[CH2:14][CH2:15][N:16]([C:19]3[CH:24]=[CH:23][CH:22]=[CH:21][C:20]=3[OH:25])[CH2:17][CH2:18]2)[CH2:10][CH2:11]1. (8) Given the reactants [NH2:1][C:2]1[C:3]([C:12]([NH:14][C@@H:15]([CH:20]2[CH2:25][CH2:24][CH2:23][CH2:22][CH2:21]2)[C:16]([O:18][CH3:19])=[O:17])=[O:13])=[CH:4][C:5]2[C:10]([CH:11]=1)=[CH:9][CH:8]=[CH:7][CH:6]=2.C(N(CC)CC)C.[CH2:33]([C:37]1[CH:42]=[CH:41][C:40]([N:43]=[C:44]=[O:45])=[CH:39][CH:38]=1)[CH2:34][CH2:35][CH3:36], predict the reaction product. The product is: [CH2:33]([C:37]1[CH:42]=[CH:41][C:40]([NH:43][C:44]([NH:1][C:2]2[C:3]([C:12]([NH:14][C@@H:15]([CH:20]3[CH2:25][CH2:24][CH2:23][CH2:22][CH2:21]3)[C:16]([O:18][CH3:19])=[O:17])=[O:13])=[CH:4][C:5]3[C:10]([CH:11]=2)=[CH:9][CH:8]=[CH:7][CH:6]=3)=[O:45])=[CH:39][CH:38]=1)[CH2:34][CH2:35][CH3:36]. (9) Given the reactants [CH3:1][N:2]([CH2:6][C:7]1[C:16]2[C:11](=[CH:12][CH:13]=[CH:14][CH:15]=2)[N:10]=[CH:9][CH:8]=1)[CH2:3][CH2:4][NH2:5].C(#N)C.[CH3:20][N:21]([CH3:76])[C@H:22]1[CH2:73][C@@H:72]([CH3:74])[O:71][CH:24]([O:25][C@@H:26]2[C@@H:42]([CH3:43])[C:41](=[O:44])[C@@H:40]([CH3:45])[C:39](=[O:46])[O:38][C@H:37]([CH2:47][CH3:48])[C@:36]3([CH2:49][CH3:50])[C@H:32](N(CCCCN4C5C(=NC=CC=5)N=C4)[C:34](=[O:51])[O:35]3)[C@@H:31]([CH3:65])[C:30](=[O:66])[C@H:29]([CH3:67])[CH2:28][C@@:27]2([O:69][CH3:70])[CH3:68])[C@@H:23]1[OH:75], predict the reaction product. The product is: [CH3:76][N:21]([CH3:20])[C@H:22]1[CH2:73][C@@H:72]([CH3:74])[O:71][CH:24]([O:25][C@@H:26]2[C@@H:42]([CH3:43])[C:41](=[O:44])[C@@H:40]([CH3:45])[C:39](=[O:46])[O:38][C@H:37]([CH2:47][CH3:48])[C@:36]3([CH2:49][CH3:50])[C@H:32]([N:5]([CH2:4][CH2:3][N:2]([CH3:1])[CH2:6][C:7]4[C:16]5[C:11](=[CH:12][CH:13]=[CH:14][CH:15]=5)[N:10]=[CH:9][CH:8]=4)[C:34](=[O:51])[O:35]3)[C@@H:31]([CH3:65])[C:30](=[O:66])[C@H:29]([CH3:67])[CH2:28][C@@:27]2([O:69][CH3:70])[CH3:68])[C@@H:23]1[OH:75].